From a dataset of Full USPTO retrosynthesis dataset with 1.9M reactions from patents (1976-2016). Predict the reactants needed to synthesize the given product. (1) Given the product [C@H:34]1([NH:37][C:38]2[N:46]=[C:45]([NH:47][CH2:48][CH2:49][C:50]3[N:51]=[CH:52][N:53]([CH3:55])[CH:54]=3)[N:44]=[C:43]3[C:39]=2[N:40]=[CH:41][N:42]3[C@H:56]2[C@H:60]([OH:61])[C@H:59]([OH:65])[C@@H:58]([C:69]3[N:70]=[N:71][N:72]([CH2:74][CH3:75])[N:73]=3)[O:57]2)[CH2:33][CH2:32][C@H:31]([NH:30][C:26]2[N:25]=[C:24]([NH:76][CH2:77][CH2:78][C:79]3[N:80]=[CH:81][N:82]([CH3:84])[CH:83]=3)[N:23]=[C:22]3[C:27]=2[N:28]=[CH:29][N:21]3[C@H:6]2[C@H:5]([OH:4])[C@H:9]([OH:10])[C@@H:8]([C:14]3[N:15]=[N:16][N:17]([CH2:19][CH3:20])[N:18]=3)[O:7]2)[CH2:36][CH2:35]1, predict the reactants needed to synthesize it. The reactants are: C([O:4][C@@H:5]1[C@H:9]([O:10]C(=O)C)[C@@H:8]([C:14]2[N:15]=[N:16][N:17]([CH2:19][CH3:20])[N:18]=2)[O:7][C@H:6]1[N:21]1[CH:29]=[N:28][C:27]2[C:22]1=[N:23][C:24]([NH:76][CH2:77][CH2:78][C:79]1[N:80]=[CH:81][N:82]([CH3:84])[CH:83]=1)=[N:25][C:26]=2[NH:30][C@H:31]1[CH2:36][CH2:35][C@H:34]([NH:37][C:38]2[N:46]=[C:45]([NH:47][CH2:48][CH2:49][C:50]3[N:51]=[CH:52][N:53]([CH3:55])[CH:54]=3)[N:44]=[C:43]3[C:39]=2[N:40]=[CH:41][N:42]3[C@H:56]2[C@H:60]([O:61]C(=O)C)[C@H:59]([O:65]C(=O)C)[C@@H:58]([C:69]3[N:70]=[N:71][N:72]([CH2:74][CH3:75])[N:73]=3)[O:57]2)[CH2:33][CH2:32]1)(=O)C.C[O-].[Na+]. (2) Given the product [Cl:3][CH2:6][C:7]1[N:8]=[C:9]([C:13]2[CH:22]=[CH:21][C:16]([C:17]([O:19][CH3:20])=[O:18])=[CH:15][CH:14]=2)[O:10][C:11]=1[CH3:12], predict the reactants needed to synthesize it. The reactants are: O=P(Cl)(Cl)[Cl:3].[CH3:6][C:7]1[N+:8]([O-])=[C:9]([C:13]2[CH:22]=[CH:21][C:16]([C:17]([O:19][CH3:20])=[O:18])=[CH:15][CH:14]=2)[O:10][C:11]=1[CH3:12]. (3) Given the product [NH2:1][CH2:2][CH2:3][N:4]1[C:12]([C:13]2[CH:18]=[CH:17][CH:16]=[C:15]([C:31]([F:34])([F:33])[F:32])[CH:14]=2)=[C:11]2[C:6]([N:7]([CH3:23])[C:8](=[O:22])[N:9]([CH3:21])[C:10]2=[O:20])=[CH:5]1, predict the reactants needed to synthesize it. The reactants are: [NH2:1][CH2:2][CH2:3][N:4]1[C:12]([C:13]2[CH:18]=[CH:17][CH:16]=[C:15](Cl)[CH:14]=2)=[C:11]2[C:6]([N:7]([CH3:23])[C:8](=[O:22])[N:9]([CH3:21])[C:10]2=[O:20])=[CH:5]1.BrC1C=CC=C([C:31]([F:34])([F:33])[F:32])C=1. (4) Given the product [NH3:2].[NH:17]1[CH:18]=[C:21]([C:33]2[N:38]3[N:39]=[CH:40][N:41]=[C:37]3[C:36]([NH:42][C:43]3[CH:58]=[CH:57][C:46]([C:47]([NH:49][CH2:50][C:51]4[CH:52]=[N:53][CH:54]=[CH:55][CH:56]=4)=[O:48])=[CH:45][CH:44]=3)=[N:35][CH:34]=2)[CH:30]=[N:29]1, predict the reactants needed to synthesize it. The reactants are: C[N:2]1CCN(C2C=CC(NC3C4[N:17]([N:29]=[CH:30]N=4)[C:18]([C:21]4C=C(C(N)=O)SC=4)=CN=3)=CC=2)CC1.Br[C:33]1[N:38]2[N:39]=[CH:40][N:41]=[C:37]2[C:36]([NH:42][C:43]2[CH:58]=[CH:57][C:46]([C:47]([NH:49][CH2:50][C:51]3[CH:52]=[N:53][CH:54]=[CH:55][CH:56]=3)=[O:48])=[CH:45][CH:44]=2)=[N:35][CH:34]=1.CC1(C)C(C)(C)OB(C2C=NNC=2)O1. (5) Given the product [CH:10]1([O:1][C:2]2[CH:3]=[C:4]([CH:7]=[CH:8][CH:9]=2)[CH:5]=[O:6])[CH2:15][CH2:14][CH2:13][CH2:12][CH2:11]1, predict the reactants needed to synthesize it. The reactants are: [OH:1][C:2]1[CH:3]=[C:4]([CH:7]=[CH:8][CH:9]=1)[CH:5]=[O:6].[CH:10]1(O)[CH2:15][CH2:14][CH2:13][CH2:12][CH2:11]1.C1(P(C2C=CC=CC=2)C2C=CC=CC=2)C=CC=CC=1.N(C(OCC)=O)=NC(OCC)=O. (6) The reactants are: [N:1]12[CH2:8][CH2:7][CH:4]([CH2:5][CH2:6]1)[C:3](=O)[CH2:2]2.[OH-].[K+].CCOP(OCC)([CH2:17][C:18]#[N:19])=O.[Na+].[Cl-]. Given the product [C:18]([CH:17]=[C:3]1[CH:4]2[CH2:7][CH2:8][N:1]([CH2:6][CH2:5]2)[CH2:2]1)#[N:19], predict the reactants needed to synthesize it. (7) Given the product [Li+:22].[Cl:18][C:15]1[CH:14]=[CH:13][C:12]([N:9]2[CH2:10][CH2:11][N:6]([CH2:5][CH:4]([CH3:19])[C:3]([O-:20])=[O:2])[CH2:7][CH2:8]2)=[CH:17][CH:16]=1, predict the reactants needed to synthesize it. The reactants are: C[O:2][C:3](=[O:20])[CH:4]([CH3:19])[CH2:5][N:6]1[CH2:11][CH2:10][N:9]([C:12]2[CH:17]=[CH:16][C:15]([Cl:18])=[CH:14][CH:13]=2)[CH2:8][CH2:7]1.[OH-].[Li+:22].